Dataset: Forward reaction prediction with 1.9M reactions from USPTO patents (1976-2016). Task: Predict the product of the given reaction. (1) Given the reactants [CH3:1][O:2][C:3](=[O:27])[CH2:4][C:5]1[CH:6]=[C:7]([C:13]2[CH:18]=[CH:17][C:16]([C:19]([F:22])([F:21])[F:20])=[CH:15][C:14]=2[CH2:23][NH:24][CH2:25][CH3:26])[C:8]([O:11][CH3:12])=[CH:9][CH:10]=1.C(N(C(C)C)CC)(C)C.[C:37](Cl)(Cl)=[O:38].[CH2:41]([NH2:48])[C:42]1[CH:47]=[CH:46][CH:45]=[CH:44][CH:43]=1.C(N(CC)CC)C, predict the reaction product. The product is: [CH3:1][O:2][C:3](=[O:27])[CH2:4][C:5]1[CH:6]=[C:7]([C:13]2[CH:18]=[CH:17][C:16]([C:19]([F:21])([F:20])[F:22])=[CH:15][C:14]=2[CH2:23][N:24]([CH2:25][CH3:26])[C:37]([NH:48][CH2:41][C:42]2[CH:47]=[CH:46][CH:45]=[CH:44][CH:43]=2)=[O:38])[C:8]([O:11][CH3:12])=[CH:9][CH:10]=1. (2) The product is: [N+:1]([C:4]1[CH:5]=[N:6][N:7]([CH2:16][C:17]([O:19][CH3:20])=[O:18])[CH:8]=1)([O-:3])=[O:2]. Given the reactants [N+:1]([C:4]1[CH:5]=[N:6][NH:7][CH:8]=1)([O-:3])=[O:2].C([O-])([O-])=O.[K+].[K+].Cl[CH2:16][C:17]([O:19][CH3:20])=[O:18], predict the reaction product. (3) Given the reactants [Cl:1][C:2]1[CH:3]=[C:4]([C:13]2[C:22]3[C:17](=[CH:18]C(C#N)=C(F)C=3)[CH:16]=[C:15]([CH3:26])[N:14]=2)[CH:5]=[N:6][C:7]=1[O:8][CH2:9][CH:10]([CH3:12])[CH3:11].O[NH:28][C:29](=O)C.[CH3:32][C:33]([O-:36])(C)[CH3:34].[K+].C1COCC1.C[N:44](C=O)C, predict the reaction product. The product is: [Cl:1][C:2]1[CH:3]=[C:4]([C:13]2[C:22]3[C:17](=[CH:18][C:32]4[C:29]([NH2:28])=[N:44][O:36][C:33]=4[CH:34]=3)[CH:16]=[C:15]([CH3:26])[N:14]=2)[CH:5]=[N:6][C:7]=1[O:8][CH2:9][CH:10]([CH3:11])[CH3:12]. (4) Given the reactants [F:1][C:2]1[CH:3]=[C:4]([C:14]2[CH:19]=[CH:18][C:17]([C@H:20]3[O:24]C(C)(C)[N:22]([C:27](OC(C)(C)C)=[O:28])[C@@H:21]3[CH2:34][F:35])=[CH:16][CH:15]=2)[CH:5]=[N:6][C:7]=1[CH2:8][NH:9][S:10]([CH3:13])(=[O:12])=[O:11].FC(F)(F)C(O)=O.C(N(C(C)C)CC)(C)C.[Cl:52][CH:53]([Cl:58])C(OC)=O, predict the reaction product. The product is: [Cl:52][CH:53]([Cl:58])[C:27]([NH:22][C@H:21]([CH2:34][F:35])[C@@H:20]([C:17]1[CH:18]=[CH:19][C:14]([C:4]2[CH:5]=[N:6][C:7]([CH2:8][NH:9][S:10]([CH3:13])(=[O:12])=[O:11])=[C:2]([F:1])[CH:3]=2)=[CH:15][CH:16]=1)[OH:24])=[O:28]. (5) Given the reactants [Cl:1][C:2]1[CH:7]=[CH:6][C:5]([N:8]2[C:11](=[O:12])[C@H:10]([S:13]CC3C=CC(OC)=CC=3)[C@H:9]2[C:23]2[CH:37]=[CH:36][C:26]([O:27][CH2:28][C:29]([O:31][C:32]([CH3:35])([CH3:34])[CH3:33])=[O:30])=[CH:25][CH:24]=2)=[CH:4][CH:3]=1.[N+:38]([C:41]1[C:42]([S:47]Cl)=[N:43][CH:44]=[CH:45][CH:46]=1)([O-:40])=[O:39], predict the reaction product. The product is: [Cl:1][C:2]1[CH:7]=[CH:6][C:5]([N:8]2[C:11](=[O:12])[C@H:10]([S:13][S:47][C:42]3[C:41]([N+:38]([O-:40])=[O:39])=[CH:46][CH:45]=[CH:44][N:43]=3)[C@H:9]2[C:23]2[CH:24]=[CH:25][C:26]([O:27][CH2:28][C:29]([O:31][C:32]([CH3:34])([CH3:33])[CH3:35])=[O:30])=[CH:36][CH:37]=2)=[CH:4][CH:3]=1. (6) Given the reactants [OH:1][C:2]1[CH:16]=[C:15]([CH3:17])[CH:14]=[CH:13][C:3]=1[O:4][C:5]1[CH:12]=[CH:11][CH:10]=[CH:9][C:6]=1[C:7]#[N:8].[N+:18]([O-])([OH:20])=[O:19], predict the reaction product. The product is: [OH:1][C:2]1[CH:16]=[C:15]([CH3:17])[C:14]([N+:18]([O-:20])=[O:19])=[CH:13][C:3]=1[O:4][C:5]1[CH:12]=[CH:11][CH:10]=[CH:9][C:6]=1[C:7]#[N:8]. (7) Given the reactants [NH2:1][C:2]1[CH:3]=[CH:4][C:5]2[N:6]([CH2:15][CH3:16])[C:7]3[C:12]([C:13]=2[CH:14]=1)=[CH:11][CH:10]=[CH:9][CH:8]=3.[CH3:17][O:18][C:19]1[CH:27]=[CH:26][CH:25]=[CH:24][C:20]=1[C:21](Cl)=[O:22], predict the reaction product. The product is: [CH2:15]([N:6]1[C:5]2[CH:4]=[CH:3][C:2]([NH:1][C:21](=[O:22])[C:20]3[CH:24]=[CH:25][CH:26]=[CH:27][C:19]=3[O:18][CH3:17])=[CH:14][C:13]=2[C:12]2[C:7]1=[CH:8][CH:9]=[CH:10][CH:11]=2)[CH3:16]. (8) Given the reactants [C:1]1([NH:7][CH2:8][CH2:9][CH2:10][CH2:11][N:12]([CH2:16][CH2:17][CH3:18])[CH2:13][CH2:14][CH3:15])[CH:6]=[CH:5][CH:4]=[CH:3][CH:2]=1.C(=O)([O-])[O-].[Cs+].[Cs+].Br[CH2:26][C:27]1[CH:34]=[CH:33][C:30]([C:31]#[N:32])=[CH:29][CH:28]=1, predict the reaction product. The product is: [CH2:13]([N:12]([CH2:16][CH2:17][CH3:18])[CH2:11][CH2:10][CH2:9][CH2:8][N:7]([CH2:26][C:27]1[CH:34]=[CH:33][C:30]([C:31]#[N:32])=[CH:29][CH:28]=1)[C:1]1[CH:6]=[CH:5][CH:4]=[CH:3][CH:2]=1)[CH2:14][CH3:15].